Dataset: Catalyst prediction with 721,799 reactions and 888 catalyst types from USPTO. Task: Predict which catalyst facilitates the given reaction. Reactant: C([NH:8][C@@H:9]([C:12]([CH3:15])([CH3:14])[CH3:13])[CH2:10][F:11])C1C=CC=CC=1.OCC1(OC[C@@H](O)[C@@H](O)[C@H]1O)O.[ClH:28].C(O)C. Product: [ClH:28].[F:11][CH2:10][C@@H:9]([NH2:8])[C:12]([CH3:15])([CH3:14])[CH3:13]. The catalyst class is: 19.